From a dataset of Forward reaction prediction with 1.9M reactions from USPTO patents (1976-2016). Predict the product of the given reaction. (1) Given the reactants C(OC[C@@H](O)CC1C=CC=CC=1OC)C1C=CC=CC=1.[C:21]([O:24][C@@H:25]([CH2:28][C:29]1[CH:34]=[C:33](F)[CH:32]=[CH:31][C:30]=1[OH:36])[CH2:26][Br:27])(=[O:23])[CH3:22], predict the reaction product. The product is: [C:21]([O:24][C@@H:25]([CH2:28][C:29]1[CH:34]=[CH:33][CH:32]=[CH:31][C:30]=1[OH:36])[CH2:26][Br:27])(=[O:23])[CH3:22]. (2) Given the reactants [C:1]([C:3]1[C:4]([N:18]2[CH2:21][CH:20]([C:22]([OH:24])=O)[CH2:19]2)=[N:5][C:6]([C:14]([F:17])([F:16])[F:15])=[C:7]([C:9]([O:11][CH2:12][CH3:13])=[O:10])[CH:8]=1)#[N:2].[Cl:25][C:26]1[CH:31]=[C:30]([Cl:32])[CH:29]=[CH:28][C:27]=1[CH2:33][S:34]([NH2:37])(=[O:36])=[O:35], predict the reaction product. The product is: [C:1]([C:3]1[C:4]([N:18]2[CH2:19][CH:20]([C:22]([NH:37][S:34]([CH2:33][C:27]3[CH:28]=[CH:29][C:30]([Cl:32])=[CH:31][C:26]=3[Cl:25])(=[O:35])=[O:36])=[O:24])[CH2:21]2)=[N:5][C:6]([C:14]([F:16])([F:15])[F:17])=[C:7]([CH:8]=1)[C:9]([O:11][CH2:12][CH3:13])=[O:10])#[N:2].